From a dataset of Reaction yield outcomes from USPTO patents with 853,638 reactions. Predict the reaction yield, written as a fraction of the theoretical maximum amount of product (1.0 means a 100% yield; for example, 0.34 means a 34% yield). (1) The reactants are C([O:3][C:4](=[O:38])[CH2:5][CH2:6][NH:7][C:8]([N:10]1[CH2:14][C@@H:13]([CH2:15][C:16]([CH3:19])([CH3:18])[CH3:17])[C@@:12]([C:22]2[CH:27]=[CH:26][C:25]([Cl:28])=[CH:24][C:23]=2[F:29])([C:20]#[N:21])[C@H:11]1[C:30]1[CH:35]=[CH:34][CH:33]=[C:32]([Cl:36])[C:31]=1[F:37])=[O:9])C.O.[OH-].[Li+]. No catalyst specified. The product is [Cl:36][C:32]1[C:31]([F:37])=[C:30]([C@@H:11]2[C@:12]([C:22]3[CH:27]=[CH:26][C:25]([Cl:28])=[CH:24][C:23]=3[F:29])([C:20]#[N:21])[C@H:13]([CH2:15][C:16]([CH3:18])([CH3:19])[CH3:17])[CH2:14][N:10]2[C:8]([NH:7][CH2:6][CH2:5][C:4]([OH:38])=[O:3])=[O:9])[CH:35]=[CH:34][CH:33]=1. The yield is 0.990. (2) The reactants are [N+:1]([C:4]1[CH:9]=[CH:8][C:7]([C:10]2[S:11][C:12]3[CH:18]=[C:17]([O:19]C)[CH:16]=[CH:15][C:13]=3[N:14]=2)=[CH:6][CH:5]=1)([O-:3])=[O:2].B(Br)(Br)Br. The catalyst is C(Cl)Cl. The product is [N+:1]([C:4]1[CH:5]=[CH:6][C:7]([C:10]2[S:11][C:12]3[CH:18]=[C:17]([OH:19])[CH:16]=[CH:15][C:13]=3[N:14]=2)=[CH:8][CH:9]=1)([O-:3])=[O:2]. The yield is 0.550. (3) The reactants are [N:1]([CH2:4][C:5]1[CH:14]=[C:13]([C:15]2[C:23]3[C:18](=[N:19][CH:20]=[C:21]([C:24]4[CH:29]=[CH:28][CH:27]=[CH:26][CH:25]=4)[CH:22]=3)[NH:17][CH:16]=2)[CH:12]=[CH:11][C:6]=1[C:7]([O:9]C)=[O:8])=[N+:2]=[N-:3].Cl. The catalyst is CO.C1COCC1.[OH-].[Na+]. The product is [N:1]([CH2:4][C:5]1[CH:14]=[C:13]([C:15]2[C:23]3[C:18](=[N:19][CH:20]=[C:21]([C:24]4[CH:29]=[CH:28][CH:27]=[CH:26][CH:25]=4)[CH:22]=3)[NH:17][CH:16]=2)[CH:12]=[CH:11][C:6]=1[C:7]([OH:9])=[O:8])=[N+:2]=[N-:3]. The yield is 0.860. (4) The reactants are [F:1][C:2]1[CH:7]=[C:6](OS(C(F)(F)F)(=O)=O)[CH:5]=[CH:4][C:3]=1[CH:16]([CH3:21])[C:17]([O:19][CH3:20])=[O:18].[CH3:22][Zn]C.CO.CCOCC. The catalyst is O1CCOCC1. The yield is 0.700. The product is [F:1][C:2]1[CH:7]=[C:6]([CH3:22])[CH:5]=[CH:4][C:3]=1[CH:16]([CH3:21])[C:17]([O:19][CH3:20])=[O:18]. (5) The reactants are Br[C:2]1[CH:25]=[CH:24][C:5]2[C:6]3[N:10]([CH2:11][CH2:12][O:13][C:4]=2[CH:3]=1)[CH:9]=[C:8]([C:14]1[N:18]([CH:19]([CH3:21])[CH3:20])[N:17]=[C:16]([CH2:22][OH:23])[N:15]=1)[N:7]=3. The catalyst is [Pd]. The product is [N:7]1[C:8]([C:14]2[N:18]([CH:19]([CH3:20])[CH3:21])[N:17]=[C:16]([CH2:22][OH:23])[N:15]=2)=[CH:9][N:10]2[C:6]=1[C:5]1[CH:24]=[CH:25][CH:2]=[CH:3][C:4]=1[O:13][CH2:12][CH2:11]2. The yield is 0.240. (6) The reactants are [Br:1][C:2]1[CH:7]=[C:6]([F:8])[CH:5]=[CH:4][C:3]=1[CH:9]1[C:14]([C:15]([O:17][CH2:18][CH3:19])=[O:16])=[C:13]([CH2:20]Br)[NH:12][C:11]([C:22]2[N:26]=[CH:25][N:24]([CH3:27])[N:23]=2)=[N:10]1.Cl.[NH:29]1[CH2:34][CH2:33][O:32][CH:31]([CH2:35][C:36]([OH:38])=[O:37])[CH2:30]1. No catalyst specified. The product is [Br:1][C:2]1[CH:7]=[C:6]([F:8])[CH:5]=[CH:4][C:3]=1[CH:9]1[N:10]=[C:11]([C:22]2[N:26]=[CH:25][N:24]([CH3:27])[N:23]=2)[NH:12][C:13]([CH2:20][N:29]2[CH2:34][CH2:33][O:32][CH:31]([CH2:35][C:36]([OH:38])=[O:37])[CH2:30]2)=[C:14]1[C:15]([O:17][CH2:18][CH3:19])=[O:16]. The yield is 0.420.